This data is from Reaction yield outcomes from USPTO patents with 853,638 reactions. The task is: Predict the reaction yield, written as a fraction of the theoretical maximum amount of product (1.0 means a 100% yield; for example, 0.34 means a 34% yield). The reactants are [C:1]([O:5][C:6](=[O:19])[NH:7][CH2:8][CH2:9][CH2:10][C:11](=O)[C:12]1[CH:17]=[CH:16][CH:15]=[CH:14][CH:13]=1)([CH3:4])([CH3:3])[CH3:2].[F:20][C:21]1[CH:22]=[C:23]([CH:28]=[CH:29][CH:30]=1)[C:24]([NH:26][NH2:27])=[S:25]. The catalyst is C(O)C.C(Cl)Cl. The product is [C:1]([O:5][C:6](=[O:19])[NH:7][CH2:8][CH2:9][CH2:10][C:11]1([C:12]2[CH:17]=[CH:16][CH:15]=[CH:14][CH:13]=2)[NH:27][N:26]=[C:24]([C:23]2[CH:28]=[CH:29][CH:30]=[C:21]([F:20])[CH:22]=2)[S:25]1)([CH3:4])([CH3:3])[CH3:2]. The yield is 0.900.